From a dataset of Full USPTO retrosynthesis dataset with 1.9M reactions from patents (1976-2016). Predict the reactants needed to synthesize the given product. (1) Given the product [CH3:1][N:2]([C:3]1[CH:8]=[CH:7][CH:6]=[CH:5][CH:4]=1)[C:17]1[CH:16]=[C:21]([CH3:22])[CH:20]=[CH:19][C:18]=1[CH3:23], predict the reactants needed to synthesize it. The reactants are: [CH3:1][N:2](C)[C:3]1[CH:8]=[CH:7][CH:6]=[CH:5][CH:4]=1.FC(F)(F)S(O[C:16]1[C:21]([CH3:22])=[CH:20][CH:19]=[C:18]([CH3:23])[C:17]=1[Si](C)(C)C)(=O)=O.[F-].[K+].C1OCCOCCOCCOCCOCCOC1. (2) Given the product [CH3:33][O:32][C:31]1[CH:9]=[CH:10][C:2]([C:2]2[C:10]3[C:5](=[N:6][CH:7]=[CH:8][CH:9]=3)[N:4]([S:11]([C:14]3[CH:19]=[CH:18][C:17]([CH3:20])=[CH:16][CH:15]=3)(=[O:13])=[O:12])[CH:3]=2)=[CH:3][C:30]=1[CH:21]=[O:24], predict the reactants needed to synthesize it. The reactants are: Br[C:2]1[C:10]2[C:5](=[N:6][CH:7]=[CH:8][CH:9]=2)[N:4]([S:11]([C:14]2[CH:19]=[CH:18][C:17]([CH3:20])=[CH:16][CH:15]=2)(=[O:13])=[O:12])[CH:3]=1.[C:21](=[O:24])([O-])[O-].[Na+].[Na+].O.CO[CH2:30][CH2:31][O:32][CH3:33]. (3) Given the product [Cl:20][C:21]1[CH:31]=[CH:30][C:29]([CH2:32][NH:33][C:34](=[O:39])[C:35]([F:38])([F:37])[F:36])=[CH:28][C:22]=1[C:23]1[NH:25][C:26](=[O:27])[N:9]([C:6]2[CH:7]=[CH:8][C:3]([C:2]([F:1])([F:19])[F:18])=[CH:4][CH:5]=2)[N:10]=1, predict the reactants needed to synthesize it. The reactants are: [F:1][C:2]([F:19])([F:18])[C:3]1[CH:8]=[CH:7][C:6]([NH:9][NH:10]C(OC(C)(C)C)=O)=[CH:5][CH:4]=1.[Cl:20][C:21]1[CH:31]=[CH:30][C:29]([CH2:32][NH:33][C:34](=[O:39])[C:35]([F:38])([F:37])[F:36])=[CH:28][C:22]=1[C:23]([N:25]=[C:26]=[O:27])=O. (4) Given the product [Cl:18][C:17]1[CH:16]=[CH:15][CH:14]=[C:13]([Cl:19])[C:12]=1[C:8]1[C:7]2[O:21][C@@H:3]([CH2:2][OH:26])[CH2:4][O:5][C:6]=2[CH:11]=[CH:10][CH:9]=1, predict the reactants needed to synthesize it. The reactants are: Br[CH2:2][C@@H:3]([OH:21])[CH2:4][O:5][C:6]1[CH:11]=[CH:10][CH:9]=[C:8]([C:12]2[C:17]([Cl:18])=[CH:16][CH:15]=[CH:14][C:13]=2[Cl:19])[C:7]=1O.BrC[C@@H](OC(=O)C)C[O:26]C1C(O)=C(C2C(Cl)=CC=CC=2Cl)C=C(F)C=1.[OH-].[Na+]. (5) Given the product [F:1][C:2]([F:31])([F:30])[C:3]1[CH:8]=[C:7]([C:9]2[O:13][N:12]=[C:11]([C:14]3[CH:19]=[CH:18][C:17]([S:20]([NH:32][C@@H:33]([CH3:34])[C:35]([OH:37])=[O:36])(=[O:22])=[O:21])=[CH:16][CH:15]=3)[CH:10]=2)[CH:6]=[CH:5][C:4]=1[C:24]1[CH:29]=[CH:28][CH:27]=[CH:26][CH:25]=1, predict the reactants needed to synthesize it. The reactants are: [F:1][C:2]([F:31])([F:30])[C:3]1[CH:8]=[C:7]([C:9]2[O:13][N:12]=[C:11]([C:14]3[CH:19]=[CH:18][C:17]([S:20](Cl)(=[O:22])=[O:21])=[CH:16][CH:15]=3)[CH:10]=2)[CH:6]=[CH:5][C:4]=1[C:24]1[CH:29]=[CH:28][CH:27]=[CH:26][CH:25]=1.[NH2:32][C@H:33]([C:35]([OH:37])=[O:36])[CH3:34].C(N(CC)CC)C.[OH-].[Na+].Cl.